This data is from Reaction yield outcomes from USPTO patents with 853,638 reactions. The task is: Predict the reaction yield, written as a fraction of the theoretical maximum amount of product (1.0 means a 100% yield; for example, 0.34 means a 34% yield). (1) The reactants are [Br:1][C:2]1[CH:10]=[CH:9][C:5]([C:6](O)=[O:7])=[C:4]([CH3:11])[CH:3]=1.B. The catalyst is C1COCC1.O. The product is [Br:1][C:2]1[CH:10]=[CH:9][C:5]([CH2:6][OH:7])=[C:4]([CH3:11])[CH:3]=1. The yield is 0.670. (2) The catalyst is COCCOC. The product is [CH:22]([C:19]1[CH:20]=[CH:21][C:15]2[N+:14]([O-:25])=[N:13][C:12]([NH:7][CH2:6][CH2:5][N:4]([CH2:8][CH2:9][CH3:10])[CH2:1][CH2:2][CH3:3])=[N:17][C:16]=2[CH:18]=1)([CH3:24])[CH3:23]. The yield is 0.960. The reactants are [CH2:1]([N:4]([CH2:8][CH2:9][CH3:10])[CH2:5][CH2:6][NH2:7])[CH2:2][CH3:3].Cl[C:12]1[N:13]=[N+:14]([O-:25])[C:15]2[CH:21]=[CH:20][C:19]([CH:22]([CH3:24])[CH3:23])=[CH:18][C:16]=2[N:17]=1. (3) The reactants are [C:1]([O:5][C:6]([N:8]1[CH2:13][CH2:12][N:11]([CH2:14][CH2:15][CH2:16][O:17][C:18]2[CH:23]=[CH:22][C:21]([C:24]([O:26]CC)=[O:25])=[CH:20][C:19]=2[F:29])[CH2:10][CH2:9]1)=[O:7])([CH3:4])([CH3:3])[CH3:2].[OH-].[Na+]. The catalyst is O1CCOCC1. The product is [C:1]([O:5][C:6]([N:8]1[CH2:9][CH2:10][N:11]([CH2:14][CH2:15][CH2:16][O:17][C:18]2[CH:23]=[CH:22][C:21]([C:24]([OH:26])=[O:25])=[CH:20][C:19]=2[F:29])[CH2:12][CH2:13]1)=[O:7])([CH3:4])([CH3:2])[CH3:3]. The yield is 0.920. (4) The reactants are [C:1]([C:4]1[NH:8][N:7]=[C:6]([C:9]([O:11][CH2:12][CH3:13])=[O:10])[CH:5]=1)(=[O:3])[CH3:2].[C:14]([O-])([O-])=O.[Cs+].[Cs+].CI.CCOC(C)=O. The catalyst is CN(C=O)C. The product is [C:1]([C:4]1[CH:5]=[C:6]([C:9]([O:11][CH2:12][CH3:13])=[O:10])[N:7]([CH3:14])[N:8]=1)(=[O:3])[CH3:2]. The yield is 0.680. (5) The reactants are [Cl:1][C:2]1[CH:3]=[C:4]([CH:27]=[CH:28][C:29]=1[O:30][CH2:31][C:32]1[CH:37]=[CH:36][CH:35]=[C:34]([F:38])[CH:33]=1)[NH:5][C:6]1[C:15]2[C:10](=[CH:11][C:12]([O:22][CH2:23][CH2:24][CH2:25]Cl)=[CH:13][C:14]=2[O:16][CH:17]2[CH2:21][CH2:20][CH2:19][CH2:18]2)[N:9]=[CH:8][N:7]=1.[CH3:39][N:40]1[CH2:45][CH2:44][NH:43][CH2:42][CH2:41]1. The catalyst is CN1C(=O)CCC1. The product is [ClH:1].[Cl:1][C:2]1[CH:3]=[C:4]([CH:27]=[CH:28][C:29]=1[O:30][CH2:31][C:32]1[CH:37]=[CH:36][CH:35]=[C:34]([F:38])[CH:33]=1)[NH:5][C:6]1[C:15]2[C:10](=[CH:11][C:12]([O:22][CH2:23][CH2:24][CH2:25][N:43]3[CH2:44][CH2:45][N:40]([CH3:39])[CH2:41][CH2:42]3)=[CH:13][C:14]=2[O:16][CH:17]2[CH2:21][CH2:20][CH2:19][CH2:18]2)[N:9]=[CH:8][N:7]=1. The yield is 0.180. (6) The reactants are [C:1]([CH2:4][CH2:5][CH2:6][O:7][C:8]1[CH:13]=[CH:12][C:11]([S:14]([C:17]2([C:23]([O:25]C(C)(C)C)=O)[CH2:22][CH2:21][O:20][CH2:19][CH2:18]2)(=[O:16])=[O:15])=[CH:10][CH:9]=1)(O)=[O:2].Cl.CN(C)CCCN=C=NCC.[OH:42][N:43]1C2C=CC=CC=2N=N1.[NH2:52][C:53]1[CH:58]=[CH:57][CH:56]=[CH:55][C:54]=1O.CN1CCOCC1. The catalyst is CN(C)C=O. The product is [O:2]1[C:54]2[CH:55]=[CH:56][CH:57]=[CH:58][C:53]=2[N:52]=[C:1]1[CH2:4][CH2:5][CH2:6][O:7][C:8]1[CH:9]=[CH:10][C:11]([S:14]([C:17]2([C:23]([NH:43][OH:42])=[O:25])[CH2:18][CH2:19][O:20][CH2:21][CH2:22]2)(=[O:15])=[O:16])=[CH:12][CH:13]=1. The yield is 0.820. (7) The reactants are [Cl:1][C:2]1[CH:3]=[C:4]([N+:9]([O-:11])=[O:10])[C:5]([OH:8])=[N:6][CH:7]=1.[H-].[Na+].[CH3:14][O:15][C:16]1[CH:23]=[CH:22][C:19]([CH2:20]Cl)=[CH:18][CH:17]=1. The catalyst is CN(C=O)C. The product is [Cl:1][C:2]1[CH:3]=[C:4]([N+:9]([O-:11])=[O:10])[C:5](=[O:8])[N:6]([CH2:20][C:19]2[CH:22]=[CH:23][C:16]([O:15][CH3:14])=[CH:17][CH:18]=2)[CH:7]=1. The yield is 0.584. (8) The reactants are [NH2:1][C@@H:2]([C:4]([O:6][C:7]([CH3:10])([CH3:9])[CH3:8])=[O:5])[CH3:3].CCN(C(C)C)C(C)C.[Br:20][C:21]1[CH:22]=[N:23][C:24]([C:27]2[CH:32]=[CH:31][C:30]([CH2:33][C@H:34]([NH:38][C:39]([C:41]3[S:42][C:43]([C:46]([CH3:49])([CH3:48])[CH3:47])=[CH:44][CH:45]=3)=[O:40])[C:35](O)=[O:36])=[CH:29][CH:28]=2)=[N:25][CH:26]=1.CN(C(ON1N=NC2C=CC=NC1=2)=[N+](C)C)C.F[P-](F)(F)(F)(F)F. The catalyst is CN(C=O)C. The product is [Br:20][C:21]1[CH:26]=[N:25][C:24]([C:27]2[CH:28]=[CH:29][C:30]([CH2:33][C@H:34]([NH:38][C:39]([C:41]3[S:42][C:43]([C:46]([CH3:49])([CH3:48])[CH3:47])=[CH:44][CH:45]=3)=[O:40])[C:35]([NH:1][C@@H:2]([C:4]([O:6][C:7]([CH3:10])([CH3:9])[CH3:8])=[O:5])[CH3:3])=[O:36])=[CH:31][CH:32]=2)=[N:23][CH:22]=1. The yield is 0.940. (9) The reactants are [F:1][C:2]1[CH:7]=[CH:6][C:5]([F:8])=[CH:4][C:3]=1[C@H:9]1[CH2:13][CH2:12][CH2:11][N:10]1[C:14]1[CH:19]=[CH:18][N:17]2[N:20]=[CH:21][C:22]([NH2:23])=[C:16]2[N:15]=1.C1N=CN([C:29](N2C=NC=C2)=[O:30])C=1.Cl.[C@H:37]12[CH2:43][C@H:40]([NH:41][CH2:42]1)[CH2:39][O:38]2.CCN(C(C)C)C(C)C. The catalyst is C(Cl)Cl. The product is [F:1][C:2]1[CH:7]=[CH:6][C:5]([F:8])=[CH:4][C:3]=1[C@H:9]1[CH2:13][CH2:12][CH2:11][N:10]1[C:14]1[CH:19]=[CH:18][N:17]2[N:20]=[CH:21][C:22]([NH:23][C:29]([N:41]3[CH2:42][C@@H:37]4[CH2:43][C@H:40]3[CH2:39][O:38]4)=[O:30])=[C:16]2[N:15]=1. The yield is 0.860.